Dataset: Forward reaction prediction with 1.9M reactions from USPTO patents (1976-2016). Task: Predict the product of the given reaction. (1) Given the reactants Br[C:2]1[CH:3]=[N:4][N:5]([C:7]2[CH:12]=[CH:11][CH:10]=[CH:9][N:8]=2)[CH:6]=1.[C:13]([C:15]1[CH:16]=[C:17](B(O)O)[CH:18]=[CH:19][CH:20]=1)#[N:14].C(=O)([O-])[O-].[K+].[K+], predict the reaction product. The product is: [N:8]1[CH:9]=[CH:10][CH:11]=[CH:12][C:7]=1[N:5]1[CH:6]=[C:2]([C:19]2[CH:20]=[C:15]([CH:16]=[CH:17][CH:18]=2)[C:13]#[N:14])[CH:3]=[N:4]1. (2) Given the reactants [NH2:1][C:2]1[CH:11]=[CH:10][CH:9]=[C:8]2[C:3]=1[CH:4]=[CH:5][N:6]=[CH:7]2.[Br:12][CH2:13][CH:14]1[CH2:16][CH2:15]1, predict the reaction product. The product is: [Br-:12].[NH2:1][C:2]1[CH:11]=[CH:10][CH:9]=[C:8]2[C:3]=1[CH:4]=[CH:5][N+:6]([CH2:13][CH:14]1[CH2:16][CH2:15]1)=[CH:7]2.